From a dataset of CYP3A4 inhibition data for predicting drug metabolism from PubChem BioAssay. Regression/Classification. Given a drug SMILES string, predict its absorption, distribution, metabolism, or excretion properties. Task type varies by dataset: regression for continuous measurements (e.g., permeability, clearance, half-life) or binary classification for categorical outcomes (e.g., BBB penetration, CYP inhibition). Dataset: cyp3a4_veith. (1) The result is 1 (inhibitor). The compound is COC(=O)[C@@]1(Cc2ccc(F)cc2)[C@H]2c3cc(C(=O)N4CCCC4)n(CCF)c3C[C@H]2CN1C(=O)c1ccccc1. (2) The compound is NC[C@@H](Cc1ccccc1)P(=O)(O)O. The result is 0 (non-inhibitor). (3) The molecule is Cc1ccc(NC(=O)c2cc([N+](=O)[O-])ccc2NCc2cccnc2)cc1Cl. The result is 1 (inhibitor). (4) The result is 0 (non-inhibitor). The drug is Cn1c(=O)c2[nH]c(-c3ccccc3)nc2n(C)c1=O.